Dataset: Reaction yield outcomes from USPTO patents with 853,638 reactions. Task: Predict the reaction yield, written as a fraction of the theoretical maximum amount of product (1.0 means a 100% yield; for example, 0.34 means a 34% yield). (1) The reactants are Cl[C:2]1[C:7]([CH3:8])=[C:6]([CH3:9])[N:5]=[C:4]([C:10]2[CH:15]=[CH:14][C:13]([Cl:16])=[CH:12][C:11]=2[Cl:17])[N:3]=1.[NH2:18][CH2:19][CH2:20][CH2:21][NH:22][C:23]1[CH:30]=[CH:29][C:26]([C:27]#[N:28])=[CH:25][N:24]=1.NCCNC1C=CC(C#N)=CN=1. No catalyst specified. The product is [Cl:17][C:11]1[CH:12]=[C:13]([Cl:16])[CH:14]=[CH:15][C:10]=1[C:4]1[N:3]=[C:2]([NH:18][CH2:19][CH2:20][CH2:21][NH:22][C:23]2[CH:30]=[CH:29][C:26]([C:27]#[N:28])=[CH:25][N:24]=2)[C:7]([CH3:8])=[C:6]([CH3:9])[N:5]=1. The yield is 0.430. (2) The reactants are [O:1]=[C:2]1[CH2:6][CH2:5][C:4](=[O:7])[N:3]1[CH2:8][C:9]1[CH:18]=[C:17]2[C:12]([C:13]([C:21]3[CH:26]=[CH:25][C:24]([F:27])=[CH:23][CH:22]=3)=[CH:14][C:15]([C:19]#[N:20])=[N:16]2)=[CH:11][CH:10]=1.C([O-])([O-])=[O:29].C([O-])([O-])=O.OO.OO.OO.[Na+].[Na+].[Na+].[Na+].[NH4+].[Cl-]. The catalyst is CC(C)=O.O. The product is [O:7]=[C:4]1[CH2:5][CH2:6][C:2](=[O:1])[N:3]1[CH2:8][C:9]1[CH:18]=[C:17]2[C:12]([C:13]([C:21]3[CH:22]=[CH:23][C:24]([F:27])=[CH:25][CH:26]=3)=[CH:14][C:15]([C:19]([NH2:20])=[O:29])=[N:16]2)=[CH:11][CH:10]=1. The yield is 0.410. (3) The reactants are [Si:1]([O:8][CH2:9][C@@H:10]([C:12]1[CH:13]=[C:14]([CH:22]=[C:23]([C:25]([F:28])([F:27])[F:26])[CH:24]=1)[C:15]([O:17][C:18]([CH3:21])([CH3:20])[CH3:19])=[O:16])O)([C:4]([CH3:7])([CH3:6])[CH3:5])([CH3:3])[CH3:2].C1(P(C2C=CC=CC=2)C2C=CC=CC=2)C=CC=CC=1.N(C(OC(C)C)=O)=NC(OC(C)C)=O.C1C=CC(OP(OC2C=CC=CC=2)([N:71]=[N+:72]=[N-:73])=O)=CC=1. The catalyst is C1COCC1. The product is [N:71]([C@@H:10]([C:12]1[CH:13]=[C:14]([CH:22]=[C:23]([C:25]([F:28])([F:27])[F:26])[CH:24]=1)[C:15]([O:17][C:18]([CH3:21])([CH3:20])[CH3:19])=[O:16])[CH2:9][O:8][Si:1]([C:4]([CH3:7])([CH3:6])[CH3:5])([CH3:3])[CH3:2])=[N+:72]=[N-:73]. The yield is 0.833. (4) The reactants are [H-].[Na+].[Cl:3][C:4]1[C:12]2[NH:11][C:10]3[CH2:13][CH2:14][N:15]([C:18]([O:20][C:21]([CH3:24])([CH3:23])[CH3:22])=[O:19])[CH2:16][CH2:17][C:9]=3[C:8]=2[CH:7]=[C:6]([Cl:25])[CH:5]=1.Br[CH2:27][C:28]([O:30][CH2:31][CH3:32])=[O:29]. The catalyst is CN(C=O)C. The product is [Cl:3][C:4]1[C:12]2[N:11]([CH2:27][C:28]([O:30][CH2:31][CH3:32])=[O:29])[C:10]3[CH2:13][CH2:14][N:15]([C:18]([O:20][C:21]([CH3:22])([CH3:24])[CH3:23])=[O:19])[CH2:16][CH2:17][C:9]=3[C:8]=2[CH:7]=[C:6]([Cl:25])[CH:5]=1. The yield is 0.980. (5) The reactants are [CH2:1]([O:4][C:5]1[CH:12]=[CH:11][CH:10]=[CH:9][C:6]=1[CH:7]=[O:8])[CH:2]=[CH2:3].[BH4-].[Na+]. The catalyst is CO. The product is [CH2:1]([O:4][C:5]1[CH:12]=[CH:11][CH:10]=[CH:9][C:6]=1[CH2:7][OH:8])[CH:2]=[CH2:3]. The yield is 1.00.